Dataset: Cav3 T-type calcium channel HTS with 100,875 compounds. Task: Binary Classification. Given a drug SMILES string, predict its activity (active/inactive) in a high-throughput screening assay against a specified biological target. (1) The molecule is O=C(Nc1cc2OCOc2cc1)C1N(CCC1)C(=O)Nc1cc(OC)ccc1. The result is 0 (inactive). (2) The molecule is Brc1ccc(C2CC(OC(=C2)C(=O)N2CCOCC2)OCc2ccc(cc2)CO)cc1. The result is 0 (inactive). (3) The drug is S(CC(=O)Nc1c(cc2OCOc2c1)C(=O)C)c1oc2c(n1)cccc2. The result is 0 (inactive). (4) The molecule is Clc1c(cc(Nc2nc(NC(C(C)C)CO)nc3n(C(C)C)cnc23)cc1)C(O)=O. The result is 0 (inactive). (5) The compound is O=c1n(c(NC(=O)c2cc(c(cc2)C)C)cc(=O)n1C)C. The result is 0 (inactive).